The task is: Regression. Given two drug SMILES strings and cell line genomic features, predict the synergy score measuring deviation from expected non-interaction effect.. This data is from NCI-60 drug combinations with 297,098 pairs across 59 cell lines. (1) Drug 1: CN1CCC(CC1)COC2=C(C=C3C(=C2)N=CN=C3NC4=C(C=C(C=C4)Br)F)OC. Drug 2: CC1=C(C=C(C=C1)C(=O)NC2=CC(=CC(=C2)C(F)(F)F)N3C=C(N=C3)C)NC4=NC=CC(=N4)C5=CN=CC=C5. Cell line: T-47D. Synergy scores: CSS=7.34, Synergy_ZIP=-1.80, Synergy_Bliss=3.52, Synergy_Loewe=0.445, Synergy_HSA=3.07. (2) Drug 1: CC(C1=C(C=CC(=C1Cl)F)Cl)OC2=C(N=CC(=C2)C3=CN(N=C3)C4CCNCC4)N. Drug 2: CC1C(C(CC(O1)OC2CC(CC3=C2C(=C4C(=C3O)C(=O)C5=C(C4=O)C(=CC=C5)OC)O)(C(=O)C)O)N)O.Cl. Cell line: NCI-H460. Synergy scores: CSS=52.8, Synergy_ZIP=16.0, Synergy_Bliss=15.5, Synergy_Loewe=7.95, Synergy_HSA=15.9. (3) Drug 1: C1CC(C1)(C(=O)O)C(=O)O.[NH2-].[NH2-].[Pt+2]. Drug 2: CC1=C(C=C(C=C1)NC(=O)C2=CC=C(C=C2)CN3CCN(CC3)C)NC4=NC=CC(=N4)C5=CN=CC=C5. Cell line: 786-0. Synergy scores: CSS=7.65, Synergy_ZIP=-3.44, Synergy_Bliss=-0.309, Synergy_Loewe=-1.93, Synergy_HSA=0.154. (4) Drug 1: C1CC(=O)NC(=O)C1N2CC3=C(C2=O)C=CC=C3N. Drug 2: CC1=CC2C(CCC3(C2CCC3(C(=O)C)OC(=O)C)C)C4(C1=CC(=O)CC4)C. Cell line: CAKI-1. Synergy scores: CSS=-1.10, Synergy_ZIP=-0.366, Synergy_Bliss=-2.44, Synergy_Loewe=-7.85, Synergy_HSA=-6.25. (5) Drug 1: CC12CCC3C(C1CCC2O)C(CC4=C3C=CC(=C4)O)CCCCCCCCCS(=O)CCCC(C(F)(F)F)(F)F. Drug 2: CC1C(C(CC(O1)OC2CC(CC3=C2C(=C4C(=C3O)C(=O)C5=C(C4=O)C(=CC=C5)OC)O)(C(=O)CO)O)N)O.Cl. Cell line: MDA-MB-231. Synergy scores: CSS=38.3, Synergy_ZIP=-0.325, Synergy_Bliss=-0.773, Synergy_Loewe=-1.03, Synergy_HSA=-0.434. (6) Drug 1: C1=CC(=CC=C1CC(C(=O)O)N)N(CCCl)CCCl.Cl. Drug 2: CC(C1=C(C=CC(=C1Cl)F)Cl)OC2=C(N=CC(=C2)C3=CN(N=C3)C4CCNCC4)N. Cell line: KM12. Synergy scores: CSS=27.4, Synergy_ZIP=-0.286, Synergy_Bliss=-1.09, Synergy_Loewe=-14.9, Synergy_HSA=0.769.